From a dataset of Full USPTO retrosynthesis dataset with 1.9M reactions from patents (1976-2016). Predict the reactants needed to synthesize the given product. (1) Given the product [C:5]([O:9][C:10]([N:12]1[CH2:13][CH:14]2[CH2:27][CH2:26][CH:24]([C:23]3[CH:22]=[C:21]4[C:17](=[CH:16][C:15]=32)[N:18]=[CH:19][N:20]4[CH2:2][CH2:3][CH3:4])[CH2:25]1)=[O:11])([CH3:8])([CH3:6])[CH3:7], predict the reactants needed to synthesize it. The reactants are: I[CH2:2][CH2:3][CH3:4].[C:5]([O:9][C:10]([N:12]1[CH2:25][CH:24]2[CH2:26][CH2:27][CH:14]([C:15]3[CH:16]=[C:17]4[C:21](=[CH:22][C:23]=32)[N:20]=[CH:19][NH:18]4)[CH2:13]1)=[O:11])([CH3:8])([CH3:7])[CH3:6].[OH-].[Na+]. (2) Given the product [ClH:43].[N:1]1[CH:6]=[CH:5][CH:4]=[CH:3][C:2]=1[CH2:7][NH:8][C:9](=[O:42])[CH2:10][N:11]1[C:19]2[C:14](=[C:15]([C:20]3[N:24]=[C:23]([C:25]4[CH:30]=[CH:29][C:28]([O:31][CH:32]([CH3:37])[C:33]([F:36])([F:34])[F:35])=[C:27]([C:38]([F:39])([F:40])[F:41])[CH:26]=4)[O:22][N:21]=3)[CH:16]=[CH:17][CH:18]=2)[CH:13]=[CH:12]1, predict the reactants needed to synthesize it. The reactants are: [N:1]1[CH:6]=[CH:5][CH:4]=[CH:3][C:2]=1[CH2:7][NH:8][C:9](=[O:42])[CH2:10][N:11]1[C:19]2[C:14](=[C:15]([C:20]3[N:24]=[C:23]([C:25]4[CH:30]=[CH:29][C:28]([O:31][CH:32]([CH3:37])[C:33]([F:36])([F:35])[F:34])=[C:27]([C:38]([F:41])([F:40])[F:39])[CH:26]=4)[O:22][N:21]=3)[CH:16]=[CH:17][CH:18]=2)[CH:13]=[CH:12]1.[ClH:43].O1CCOCC1.